From a dataset of Full USPTO retrosynthesis dataset with 1.9M reactions from patents (1976-2016). Predict the reactants needed to synthesize the given product. (1) Given the product [C:1]([O:5][C@@H:6]([C:12]1[C:13]([CH3:41])=[N:14][C:15]([CH3:40])=[C:16]([C:26]2[CH:27]=[CH:28][C:29]([O:32][CH2:33][C:34]3[CH:35]=[CH:36][N:37]=[CH:38][CH:39]=3)=[CH:30][CH:31]=2)[C:17]=1[N:18]1[CH2:23][CH2:22][C:21]([CH3:25])([CH3:24])[CH2:20][CH2:19]1)[C:7]([OH:9])=[O:8])([CH3:4])([CH3:2])[CH3:3], predict the reactants needed to synthesize it. The reactants are: [C:1]([O:5][C@@H:6]([C:12]1[C:13]([CH3:41])=[N:14][C:15]([CH3:40])=[C:16]([C:26]2[CH:31]=[CH:30][C:29]([O:32][CH2:33][C:34]3[CH:39]=[CH:38][N:37]=[CH:36][CH:35]=3)=[CH:28][CH:27]=2)[C:17]=1[N:18]1[CH2:23][CH2:22][C:21]([CH3:25])([CH3:24])[CH2:20][CH2:19]1)[C:7]([O:9]CC)=[O:8])([CH3:4])([CH3:3])[CH3:2].[OH-].[Na+]. (2) Given the product [Br-:54].[C:1]([O:20][CH2:21][CH2:22][CH2:23][N:24]([CH2:25][CH2:26][CH2:27][O:28][C:29](=[O:47])[CH2:30][CH2:31][CH2:32][CH2:33][CH2:34][CH2:35][CH2:36]/[CH:37]=[CH:38]\[CH2:39][CH2:40][CH2:41][CH2:42][CH2:43][CH2:44][CH2:45][CH3:46])[C:48](=[O:53])[CH2:49][N+:50]([CH2:55][CH2:56][OH:57])([CH3:52])[CH3:51])(=[O:19])[CH2:2][CH2:3][CH2:4][CH2:5][CH2:6][CH2:7][CH2:8]/[CH:9]=[CH:10]\[CH2:11][CH2:12][CH2:13][CH2:14][CH2:15][CH2:16][CH2:17][CH3:18], predict the reactants needed to synthesize it. The reactants are: [C:1]([O:20][CH2:21][CH2:22][CH2:23][N:24]([C:48](=[O:53])[CH2:49][N:50]([CH3:52])[CH3:51])[CH2:25][CH2:26][CH2:27][O:28][C:29](=[O:47])[CH2:30][CH2:31][CH2:32][CH2:33][CH2:34][CH2:35][CH2:36]/[CH:37]=[CH:38]\[CH2:39][CH2:40][CH2:41][CH2:42][CH2:43][CH2:44][CH2:45][CH3:46])(=[O:19])[CH2:2][CH2:3][CH2:4][CH2:5][CH2:6][CH2:7][CH2:8]/[CH:9]=[CH:10]\[CH2:11][CH2:12][CH2:13][CH2:14][CH2:15][CH2:16][CH2:17][CH3:18].[Br:54][CH2:55][CH2:56][OH:57]. (3) Given the product [C:1]([N:5]1[CH2:10][CH2:9][NH:8][C@@H:7]([C:18]([N:20]2[CH2:25][CH2:24][N:23]([C:33]([NH:32][C:30]3[S:31][C:27]([Cl:26])=[C:28]([C:42]([F:43])([F:44])[F:45])[N:29]=3)=[O:41])[CH2:22][CH2:21]2)=[O:19])[CH2:6]1)([CH3:4])([CH3:2])[CH3:3], predict the reactants needed to synthesize it. The reactants are: [C:1]([N:5]1[CH2:10][CH2:9][N:8](C(OC(C)(C)C)=O)[C@@H:7]([C:18]([N:20]2[CH2:25][CH2:24][NH:23][CH2:22][CH2:21]2)=[O:19])[CH2:6]1)([CH3:4])([CH3:3])[CH3:2].[Cl:26][C:27]1[S:31][C:30]([NH:32][C:33](=[O:41])OC2C=CC=CC=2)=[N:29][C:28]=1[C:42]([F:45])([F:44])[F:43]. (4) Given the product [NH2:39][C:38]1[N:40]=[C:5]([C:7]2[C:15]3[C:14]([N:16]([CH3:25])[CH2:17][CH2:18][C:19]4[CH:24]=[CH:23][CH:22]=[CH:21][CH:20]=4)=[CH:13][CH:12]=[N:11][C:10]=3[NH:9][CH:8]=2)[CH:4]=[CH:3][N:37]=1, predict the reactants needed to synthesize it. The reactants are: CN(C)/[CH:3]=[CH:4]/[C:5]([C:7]1[C:15]2[C:10](=[N:11][CH:12]=[CH:13][C:14]=2[N:16]([CH3:25])[CH2:17][CH2:18][C:19]2[CH:24]=[CH:23][CH:22]=[CH:21][CH:20]=2)[N:9](S(C2C=CC=CC=2)(=O)=O)[CH:8]=1)=O.Cl.[NH2:37][C:38]([NH2:40])=[NH:39].C(=O)([O-])[O-].[K+].[K+]. (5) Given the product [ClH:18].[N:1]1[C:10]2[C:5](=[CH:6][C:7]([NH:11][NH2:12])=[CH:8][CH:9]=2)[CH:4]=[CH:3][CH:2]=1, predict the reactants needed to synthesize it. The reactants are: [N:1]1[C:10]2[C:5](=[CH:6][C:7]([NH2:11])=[CH:8][CH:9]=2)[CH:4]=[CH:3][CH:2]=1.[N:12]([O-])=O.[Na+].O.O.[Cl:18][Sn]Cl.